Dataset: Catalyst prediction with 721,799 reactions and 888 catalyst types from USPTO. Task: Predict which catalyst facilitates the given reaction. (1) Reactant: [H-].[Na+].Cl[C:4]1[CH:9]=[CH:8][C:7]([N+:10]([O-:12])=[O:11])=[CH:6][N:5]=1.[OH:13][CH:14]1[CH2:19][CH2:18][N:17]([CH3:20])[CH2:16][CH2:15]1. Product: [CH3:20][N:17]1[CH2:18][CH2:19][CH:14]([O:13][C:4]2[CH:9]=[CH:8][C:7]([N+:10]([O-:12])=[O:11])=[CH:6][N:5]=2)[CH2:15][CH2:16]1. The catalyst class is: 1. (2) Reactant: [OH:1][C:2]([CH3:8])([CH3:7])[CH2:3][C:4]([OH:6])=[O:5].O1[B:14]([C@@H:15]([NH:20][C:21](=[O:34])[CH2:22][NH:23][C:24](=[O:33])[C:25]2[CH:30]=[C:29]([Cl:31])[CH:28]=[CH:27][C:26]=2[Cl:32])[CH2:16][CH:17]([CH3:19])[CH3:18])O[B:14]([C@@H:15]([NH:20][C:21](=[O:34])[CH2:22][NH:23][C:24](=[O:33])[C:25]2[CH:30]=[C:29]([Cl:31])[CH:28]=[CH:27][C:26]=2[Cl:32])[CH2:16][CH:17]([CH3:19])[CH3:18])O[B:14]1[C@@H:15]([NH:20][C:21](=[O:34])[CH2:22][NH:23][C:24](=[O:33])[C:25]1[CH:30]=[C:29]([Cl:31])[CH:28]=[CH:27][C:26]=1[Cl:32])[CH2:16][CH:17]([CH3:19])[CH3:18]. Product: [Cl:32][C:26]1[CH:27]=[CH:28][C:29]([Cl:31])=[CH:30][C:25]=1[C:24]([NH:23][CH2:22][C:21]([NH:20][C@H:15]([B:14]1[O:1][C:2]([CH3:8])([CH3:7])[CH2:3][C:4](=[O:6])[O:5]1)[CH2:16][CH:17]([CH3:19])[CH3:18])=[O:34])=[O:33]. The catalyst class is: 25. (3) Reactant: [CH2:1]([N:8]1[CH2:13][CH2:12][N:11]([CH2:14][CH2:15][NH:16][C:17]([C:19]2[CH:36]=[CH:35][C:22]3[CH2:23][CH2:24][N:25](C(OC(C)(C)C)=O)[CH2:26][CH2:27][C:21]=3[CH:20]=2)=[O:18])[CH2:10][CH2:9]1)[C:2]1[CH:7]=[CH:6][CH:5]=[CH:4][CH:3]=1.[ClH:37]. Product: [ClH:37].[ClH:37].[ClH:37].[CH2:1]([N:8]1[CH2:9][CH2:10][N:11]([CH2:14][CH2:15][NH:16][C:17]([C:19]2[CH:36]=[CH:35][C:22]3[CH2:23][CH2:24][NH:25][CH2:26][CH2:27][C:21]=3[CH:20]=2)=[O:18])[CH2:12][CH2:13]1)[C:2]1[CH:7]=[CH:6][CH:5]=[CH:4][CH:3]=1. The catalyst class is: 13.